This data is from Reaction yield outcomes from USPTO patents with 853,638 reactions. The task is: Predict the reaction yield, written as a fraction of the theoretical maximum amount of product (1.0 means a 100% yield; for example, 0.34 means a 34% yield). (1) No catalyst specified. The product is [Cl:1][C:2]1[CH:6]=[N:5][N:4]([CH3:7])[C:3]=1[C:8]1[CH:9]=[C:10]([NH:16][C:25]([NH:24][C:20]2[CH:21]=[CH:22][CH:23]=[C:18]([F:17])[CH:19]=2)=[O:26])[CH:11]=[CH:12][C:13]=1[O:14][CH3:15]. The yield is 0.0100. The reactants are [Cl:1][C:2]1[CH:6]=[N:5][N:4]([CH3:7])[C:3]=1[C:8]1[CH:9]=[C:10]([NH2:16])[CH:11]=[CH:12][C:13]=1[O:14][CH3:15].[F:17][C:18]1[CH:19]=[C:20]([N:24]=[C:25]=[O:26])[CH:21]=[CH:22][CH:23]=1. (2) The reactants are [F:1][C:2]1([F:8])[CH2:4][CH:3]1[C:5](O)=[O:6].C(Cl)(=O)C(Cl)=O.[NH2:15][C:16]1[N:42]=[C:19]2[CH:20]=[CH:21][C:22]([O:24][C:25]3[CH:26]=[CH:27][C:28]([F:41])=[C:29]([NH:31][C:32]([C:34]4[N:38]([CH3:39])[N:37]=[C:36]([CH3:40])[CH:35]=4)=[O:33])[CH:30]=3)=[CH:23][N:18]2[N:17]=1. The catalyst is O1CCCC1.CN(C)C=O.O. The product is [F:1][C:2]1([F:8])[CH2:4][CH:3]1[C:5]([NH:15][C:16]1[N:42]=[C:19]2[CH:20]=[CH:21][C:22]([O:24][C:25]3[CH:26]=[CH:27][C:28]([F:41])=[C:29]([NH:31][C:32]([C:34]4[N:38]([CH3:39])[N:37]=[C:36]([CH3:40])[CH:35]=4)=[O:33])[CH:30]=3)=[CH:23][N:18]2[N:17]=1)=[O:6]. The yield is 0.270. (3) The reactants are [F:1][C:2]1[CH:9]=[CH:8][C:5]([CH:6]=[O:7])=[CH:4][C:3]=1[O:10][CH3:11].[CH2:12]([Mg]Cl)[C:13]1[CH:18]=[CH:17][CH:16]=[CH:15][CH:14]=1. The catalyst is C1COCC1. The product is [F:1][C:2]1[CH:9]=[CH:8][C:5]([CH:6]([OH:7])[CH2:12][C:13]2[CH:18]=[CH:17][CH:16]=[CH:15][CH:14]=2)=[CH:4][C:3]=1[O:10][CH3:11]. The yield is 0.600. (4) The reactants are Br[C:2]1[CH:7]=[C:6]([CH3:8])[CH:5]=[C:4]([CH3:9])[CH:3]=1.[Cl:10][C:11]1[N:16]=[C:15]([NH2:17])[C:14]([CH3:18])=[CH:13][N:12]=1.CC1(C)C2C(=C(P(C3C=CC=CC=3)C3C=CC=CC=3)C=CC=2)OC2C(P(C3C=CC=CC=3)C3C=CC=CC=3)=CC=CC1=2.CC(C)([O-])C.[K+]. The catalyst is O1CCOCC1.CC(O)=O.CC(O)=O.[Pd]. The product is [Cl:10][C:11]1[N:16]=[C:15]([NH:17][C:2]2[CH:7]=[C:6]([CH3:8])[CH:5]=[C:4]([CH3:9])[CH:3]=2)[C:14]([CH3:18])=[CH:13][N:12]=1. The yield is 0.500. (5) The reactants are [N:1]1[CH:6]=[CH:5][C:4]([C:7]2[NH:16][C:15](=O)[C:14]3[C:9](=[CH:10][CH:11]=[CH:12][CH:13]=3)[N:8]=2)=[CH:3][CH:2]=1.P(Cl)(Cl)(Cl)(Cl)[Cl:19].O=P(Cl)(Cl)Cl. No catalyst specified. The product is [Cl:19][C:15]1[C:14]2[C:9](=[CH:10][CH:11]=[CH:12][CH:13]=2)[N:8]=[C:7]([C:4]2[CH:5]=[CH:6][N:1]=[CH:2][CH:3]=2)[N:16]=1. The yield is 0.600. (6) The reactants are [C:1]([O:4][CH2:5][CH2:6][CH:7]([OH:20])[CH2:8][N:9]1[C:13](=[O:14])[C:12]2=[CH:15][CH:16]=[CH:17][CH:18]=[C:11]2[C:10]1=[O:19])(=[O:3])[CH3:2].C[N+]1([O-])CCOCC1. The catalyst is C(Cl)Cl.[Ru]([O-])(=O)(=O)=O.C([N+](CCC)(CCC)CCC)CC. The product is [C:1]([O:4][CH2:5][CH2:6][C:7](=[O:20])[CH2:8][N:9]1[C:10](=[O:19])[C:11]2=[CH:18][CH:17]=[CH:16][CH:15]=[C:12]2[C:13]1=[O:14])(=[O:3])[CH3:2]. The yield is 0.920. (7) The reactants are FC(F)(F)C(O)=O.[C:8]1([N:14]2[C:19](=[O:20])[C:18]3[S:21][CH:22]=[CH:23][C:17]=3[N:16]=[C:15]2[CH:24]([NH:27][C:28]2[N:36]=[CH:35][N:34]=[C:33]3[C:29]=2[N:30]=[CH:31][N:32]3C2CCCCO2)[CH2:25][CH3:26])[CH:13]=[CH:12][CH:11]=[CH:10][CH:9]=1.CCOC(C)=O. The catalyst is C(Cl)Cl. The product is [C:8]1([N:14]2[C:19](=[O:20])[C:18]3[S:21][CH:22]=[CH:23][C:17]=3[N:16]=[C:15]2[CH:24]([NH:27][C:28]2[N:36]=[CH:35][N:34]=[C:33]3[C:29]=2[N:30]=[CH:31][NH:32]3)[CH2:25][CH3:26])[CH:9]=[CH:10][CH:11]=[CH:12][CH:13]=1. The yield is 0.620. (8) The reactants are [Br:1][C:2]1[CH:3]=[CH:4][C:5]([F:28])=[C:6]([C@:8]([NH:16][CH2:17][C:18]2[CH:23]=[CH:22][C:21]([O:24][CH3:25])=[CH:20][C:19]=2[O:26][CH3:27])([CH3:15])[CH2:9][S:10][CH2:11][C:12](O)=[O:13])[CH:7]=1.C(N(CC)C(C)C)(C)C.CCCP1(OP(CCC)(=O)OP(CCC)(=O)O1)=O. The yield is 0.929. The catalyst is C(OCC)(=O)C. The product is [Br:1][C:2]1[CH:3]=[CH:4][C:5]([F:28])=[C:6]([C@@:8]2([CH3:15])[N:16]([CH2:17][C:18]3[CH:23]=[CH:22][C:21]([O:24][CH3:25])=[CH:20][C:19]=3[O:26][CH3:27])[C:12](=[O:13])[CH2:11][S:10][CH2:9]2)[CH:7]=1. (9) The reactants are C[C:2]1[CH:7]=[CH:6][CH:5]=[CH:4][C:3]=1[C:8]([C:10]1[CH:15]=[CH:14][CH:13]=[C:12]([Cl:16])[CH:11]=1)=[O:9].[BH4-].[Na+]. The catalyst is CCO. The product is [Cl:16][C:12]1[CH:11]=[C:10]([CH:8]([C:3]2[CH:4]=[CH:5][CH:6]=[CH:7][CH:2]=2)[OH:9])[CH:15]=[CH:14][CH:13]=1. The yield is 0.940.